The task is: Predict the reactants needed to synthesize the given product.. This data is from Full USPTO retrosynthesis dataset with 1.9M reactions from patents (1976-2016). (1) Given the product [Br:1][C:2]1[CH:7]=[CH:6][C:5]([O:8][CH2:17][C:18]([O:20][CH2:21][CH3:22])=[O:19])=[CH:4][C:3]=1[F:9], predict the reactants needed to synthesize it. The reactants are: [Br:1][C:2]1[CH:7]=[CH:6][C:5]([OH:8])=[CH:4][C:3]=1[F:9].C([O-])([O-])=O.[K+].[K+].Br[CH2:17][C:18]([O:20][CH2:21][CH3:22])=[O:19]. (2) The reactants are: [OH:1][CH2:2][C:3]1[CH:12]=[CH:11][C:6]([C:7]([O:9][CH3:10])=[O:8])=[CH:5][N:4]=1.[H-].[Na+].Br[CH2:16][C:17]([O:19][CH2:20][CH3:21])=[O:18]. Given the product [CH2:20]([O:19][C:17](=[O:18])[CH2:16][O:1][CH2:2][C:3]1[CH:12]=[CH:11][C:6]([C:7]([O:9][CH3:10])=[O:8])=[CH:5][N:4]=1)[CH3:21], predict the reactants needed to synthesize it. (3) Given the product [NH2:1][C:2]1[CH:7]=[CH:6][CH:5]=[CH:4][C:3]=1[NH:8][C:9](=[O:41])[C:10]1[CH:11]=[CH:12][C:13]([CH:16]([NH:17][C:18]([NH:20][C:21]2[CH:26]=[CH:25][CH:24]=[C:23]([OH:27])[CH:22]=2)=[O:19])[CH2:42][CH2:43][CH2:53][N:51]([CH3:52])[CH3:50])=[CH:14][CH:15]=1, predict the reactants needed to synthesize it. The reactants are: [NH2:1][C:2]1[CH:7]=[CH:6][CH:5]=[CH:4][C:3]=1[NH:8][C:9](=[O:41])[C:10]1[CH:15]=[CH:14][C:13]([CH2:16][N:17](CCCN(C)C)[C:18]([NH:20][C:21]2[CH:26]=[CH:25][CH:24]=[C:23]([O:27]CC3C=CC=CC=3)[CH:22]=2)=[O:19])=[CH:12][CH:11]=1.[C:42](OCC)(=O)[CH3:43].CO.[CH3:50][N:51]([CH:53]=O)[CH3:52]. (4) Given the product [CH2:1]([O:8][C:9]([N:11]1[CH2:16][CH2:15][N:14]([C:17]2[S:18][C:19]3[CH:25]=[C:24]([S:37][C:27]4[C:36]5[C:31](=[CH:32][CH:33]=[CH:34][CH:35]=5)[CH:30]=[CH:29][CH:28]=4)[CH:23]=[CH:22][C:20]=3[N:21]=2)[CH2:13][CH2:12]1)=[O:10])[C:2]1[CH:7]=[CH:6][CH:5]=[CH:4][CH:3]=1, predict the reactants needed to synthesize it. The reactants are: [CH2:1]([O:8][C:9]([N:11]1[CH2:16][CH2:15][N:14]([C:17]2[S:18][C:19]3[CH:25]=[C:24](I)[CH:23]=[CH:22][C:20]=3[N:21]=2)[CH2:13][CH2:12]1)=[O:10])[C:2]1[CH:7]=[CH:6][CH:5]=[CH:4][CH:3]=1.[C:27]1([SH:37])[C:36]2[C:31](=[CH:32][CH:33]=[CH:34][CH:35]=2)[CH:30]=[CH:29][CH:28]=1.C([O-])([O-])=O.[K+].[K+].